Task: Predict which catalyst facilitates the given reaction.. Dataset: Catalyst prediction with 721,799 reactions and 888 catalyst types from USPTO (1) Product: [Br:17][C:12]1[CH:13]=[C:14]2[C:9](=[CH:10][CH:11]=1)[N:8]=[CH:7][C:6]([C:4]([O:3][CH2:1][CH3:2])=[O:5])=[C:15]2[NH:23][CH2:22][C@@H:21]([O:20][CH3:19])[CH3:24]. The catalyst class is: 8. Reactant: [CH2:1]([O:3][C:4]([C:6]1[CH:7]=[N:8][C:9]2[C:14]([C:15]=1Cl)=[CH:13][C:12]([Br:17])=[CH:11][CH:10]=2)=[O:5])[CH3:2].Cl.[CH3:19][O:20][C@@H:21]([CH3:24])[CH2:22][NH2:23].C(N(C(C)C)CC)(C)C. (2) Reactant: [S:1]1[CH:5]=[C:4]([NH2:6])[C:3]([NH2:7])=[CH:2]1.[Cl:8][CH2:9][C:10](OCC)(OCC)OCC.CCCCCC. Product: [Cl:8][CH2:9][C:10]1[NH:7][C:3]2=[CH:2][S:1][CH:5]=[C:4]2[N:6]=1. The catalyst class is: 216. (3) Reactant: [NH:1]1[C:9]2[C:4](=[CH:5][CH:6]=[C:7]([S:10]([OH:13])(=[O:12])=[O:11])[CH:8]=2)[CH2:3][CH2:2]1.[C:14](OC(=O)C)(=[O:16])[CH3:15].N1C=CC=CC=1. Product: [C:14]([N:1]1[C:9]2[C:4](=[CH:5][CH:6]=[C:7]([S:10]([OH:13])(=[O:11])=[O:12])[CH:8]=2)[CH2:3][CH2:2]1)(=[O:16])[CH3:15]. The catalyst class is: 52.